This data is from Reaction yield outcomes from USPTO patents with 853,638 reactions. The task is: Predict the reaction yield, written as a fraction of the theoretical maximum amount of product (1.0 means a 100% yield; for example, 0.34 means a 34% yield). (1) The reactants are [CH:1]([C:3]1[CH:28]=[CH:27][C:6]([C:7]([NH:9][C:10]2[S:11][C:12]3[C:18]([C:19]4[CH:24]=[CH:23][CH:22]=[CH:21][CH:20]=4)=[CH:17][CH:16]=[C:15]([O:25][CH3:26])[C:13]=3[N:14]=2)=[O:8])=[CH:5][CH:4]=1)=[O:2].[BH4-].[Na+].O.Cl. The catalyst is C1COCC1. The product is [OH:2][CH2:1][C:3]1[CH:28]=[CH:27][C:6]([C:7]([NH:9][C:10]2[S:11][C:12]3[C:18]([C:19]4[CH:24]=[CH:23][CH:22]=[CH:21][CH:20]=4)=[CH:17][CH:16]=[C:15]([O:25][CH3:26])[C:13]=3[N:14]=2)=[O:8])=[CH:5][CH:4]=1. The yield is 0.770. (2) The yield is 0.290. The reactants are [F:1][C:2]1[CH:3]=[C:4]2[C:9](=[CH:10][CH:11]=1)[NH:8][C:7](=[O:12])[CH:6]=[CH:5]2.[H-].[Na+].Br[CH2:16][CH2:17][CH2:18]Cl.C([O-])([O-])=O.[K+].[K+].[CH2:26]([CH:30]1[CH2:35][CH2:34][NH:33][CH2:32][CH2:31]1)[CH2:27][CH2:28][CH3:29]. The product is [CH2:26]([CH:30]1[CH2:35][CH2:34][N:33]([CH2:16][CH2:17][CH2:18][N:8]2[C:9]3[C:4](=[CH:3][C:2]([F:1])=[CH:11][CH:10]=3)[CH:5]=[CH:6][C:7]2=[O:12])[CH2:32][CH2:31]1)[CH2:27][CH2:28][CH3:29]. The catalyst is C(OCC)C.CC#N.CCOC(C)=O.CN(C=O)C. (3) The reactants are [BH4-].[Na+].[CH2:3]([O:5][C:6]1[CH:7]=[C:8]([N:15]2[CH2:20][CH2:19][CH:18]([N:21]3[CH2:26][CH2:25][N:24]([S:27]([CH3:30])(=[O:29])=[O:28])[CH2:23][CH2:22]3)[CH2:17][CH2:16]2)[CH:9]=[CH:10][C:11]=1[N+:12]([O-])=O)[CH3:4]. The catalyst is C1COCC1.CO. The product is [CH2:3]([O:5][C:6]1[CH:7]=[C:8]([N:15]2[CH2:20][CH2:19][CH:18]([N:21]3[CH2:22][CH2:23][N:24]([S:27]([CH3:30])(=[O:29])=[O:28])[CH2:25][CH2:26]3)[CH2:17][CH2:16]2)[CH:9]=[CH:10][C:11]=1[NH2:12])[CH3:4]. The yield is 0.300.